This data is from Catalyst prediction with 721,799 reactions and 888 catalyst types from USPTO. The task is: Predict which catalyst facilitates the given reaction. (1) Reactant: [CH3:1][C:2]1[N:3]([C:7]2[CH:12]=[CH:11][C:10]([NH:13][C:14]3[N:15]=[C:16](OS(C(F)(F)F)(=O)=O)[C:17]4[CH2:23][N:22]([C:24]([O:26][C:27]([CH3:30])([CH3:29])[CH3:28])=[O:25])[CH2:21][CH2:20][C:18]=4[N:19]=3)=[CH:9][CH:8]=2)[CH:4]=[CH:5][N:6]=1.[O:39]1[CH2:43][CH2:42][CH2:41][CH:40]1[CH2:44][NH:45][CH2:46][CH3:47]. Product: [CH2:46]([N:45]([CH2:44][CH:40]1[CH2:41][CH2:42][CH2:43][O:39]1)[C:16]1[C:17]2[CH2:23][N:22]([C:24]([O:26][C:27]([CH3:30])([CH3:28])[CH3:29])=[O:25])[CH2:21][CH2:20][C:18]=2[N:19]=[C:14]([NH:13][C:10]2[CH:9]=[CH:8][C:7]([N:3]3[CH:4]=[CH:5][N:6]=[C:2]3[CH3:1])=[CH:12][CH:11]=2)[N:15]=1)[CH3:47]. The catalyst class is: 3. (2) Reactant: [O:1]=[C:2](C)[CH2:3]CC(OCC)=O.BrBr.[C:13]([O:19]CC)(=[O:18])[CH2:14][C:15]([CH3:17])=O.C(OC)(=O)C=C. Product: [O:1]=[C:2]([CH3:3])[CH2:17][CH2:15][CH2:14][C:13]([OH:19])=[O:18]. The catalyst class is: 15. (3) Reactant: [NH2:1][C:2]1[CH:3]=[C:4]([C:9]2[CH:10]=[CH:11][C:12]3[O:18][CH2:17][CH2:16][N:15]([C:19]([C:21]4[CH:26]=[CH:25][C:24]([S:27]([CH3:30])(=[O:29])=[O:28])=[CH:23][CH:22]=4)=[O:20])[CH2:14][C:13]=3[CH:31]=2)[CH:5]=[CH:6][C:7]=1[NH2:8].[C:32](N1C=CN=C1)(N1C=CN=C1)=[S:33]. Product: [CH3:30][S:27]([C:24]1[CH:25]=[CH:26][C:21]([C:19]([N:15]2[CH2:14][C:13]3[CH:31]=[C:9]([C:4]4[CH:5]=[CH:6][C:7]5[NH:8][C:32](=[S:33])[NH:1][C:2]=5[CH:3]=4)[CH:10]=[CH:11][C:12]=3[O:18][CH2:17][CH2:16]2)=[O:20])=[CH:22][CH:23]=1)(=[O:29])=[O:28]. The catalyst class is: 1.